This data is from Peptide-MHC class I binding affinity with 185,985 pairs from IEDB/IMGT. The task is: Regression. Given a peptide amino acid sequence and an MHC pseudo amino acid sequence, predict their binding affinity value. This is MHC class I binding data. (1) The peptide sequence is YNAKRIETV. The MHC is HLA-A03:01 with pseudo-sequence HLA-A03:01. The binding affinity (normalized) is 0.0847. (2) The peptide sequence is ATLNTLITL. The MHC is HLA-A02:06 with pseudo-sequence HLA-A02:06. The binding affinity (normalized) is 0.791. (3) The peptide sequence is TVPWPNASL. The binding affinity (normalized) is 0. The MHC is Mamu-A02 with pseudo-sequence Mamu-A02. (4) The MHC is HLA-A29:02 with pseudo-sequence HLA-A29:02. The binding affinity (normalized) is 0. The peptide sequence is CRAPRKKGC. (5) The peptide sequence is FLPDTRFGV. The MHC is HLA-A02:02 with pseudo-sequence HLA-A02:02. The binding affinity (normalized) is 1.00. (6) The peptide sequence is QSDTVFDHY. The MHC is HLA-A24:02 with pseudo-sequence HLA-A24:02. The binding affinity (normalized) is 0.